Dataset: Reaction yield outcomes from USPTO patents with 853,638 reactions. Task: Predict the reaction yield, written as a fraction of the theoretical maximum amount of product (1.0 means a 100% yield; for example, 0.34 means a 34% yield). (1) The reactants are [Br:1][C:2]1[CH:7]=[CH:6][C:5]([C:8]2[S:9][CH:10]=[C:11]([C:14]([CH3:16])=O)[C:12]=2[OH:13])=[CH:4][CH:3]=1.[O:17]1[CH:21]=[CH:20][CH:19]=[C:18]1[CH2:22][NH:23][C:24]([C:26]1[S:27][C:28]([C:31]([NH:33][NH2:34])=[O:32])=[CH:29][CH:30]=1)=[O:25]. The catalyst is CC(O)C. The product is [O:17]1[CH:21]=[CH:20][CH:19]=[C:18]1[CH2:22][NH:23][C:24]([C:26]1[S:27][C:28]([C:31]([NH:33][N:34]=[C:14]([C:11]2[C:12]([OH:13])=[C:8]([C:5]3[CH:6]=[CH:7][C:2]([Br:1])=[CH:3][CH:4]=3)[S:9][CH:10]=2)[CH3:16])=[O:32])=[CH:29][CH:30]=1)=[O:25]. The yield is 0.720. (2) The yield is 0.350. The catalyst is CN(C=O)C.CC(=O)OCC. The product is [C:20]([C:3]1[C:4]([C:7]2[CH:8]=[CH:9][C:10]([O:13][C:14]3[CH:19]=[CH:18][CH:17]=[CH:16][CH:15]=3)=[CH:11][CH:12]=2)=[N:5][N:6]2[C:29]3[CH2:30][N:31]([C:36]([O:38][C:39]([CH3:42])([CH3:41])[CH3:40])=[O:37])[CH2:32][CH2:33][C:34]=3[NH:1][C:2]=12)#[N:21]. The reactants are [NH2:1][C:2]1[NH:6][N:5]=[C:4]([C:7]2[CH:12]=[CH:11][C:10]([O:13][C:14]3[CH:19]=[CH:18][CH:17]=[CH:16][CH:15]=3)=[CH:9][CH:8]=2)[C:3]=1[C:20]#[N:21].C([O-])([O-])=O.[K+].[K+].Br[CH:29]1[C:34](=O)[CH2:33][CH2:32][N:31]([C:36]([O:38][C:39]([CH3:42])([CH3:41])[CH3:40])=[O:37])[CH2:30]1.O.